This data is from Forward reaction prediction with 1.9M reactions from USPTO patents (1976-2016). The task is: Predict the product of the given reaction. (1) Given the reactants [Br:1]Br.[N+:3]([C:6]1[CH:11]=[CH:10][N:9]=[C:8]2[NH:12][CH:13]=[CH:14][C:7]=12)([O-:5])=[O:4].C(=O)(O)[O-].[Na+], predict the reaction product. The product is: [Br:1][C:14]1[C:7]2[C:8](=[N:9][CH:10]=[CH:11][C:6]=2[N+:3]([O-:5])=[O:4])[NH:12][CH:13]=1. (2) Given the reactants [I:1][C:2]1[CH:7]=[C:6]([N+:8]([O-])=O)[CH:5]=[C:4]([I:11])[CH:3]=1.O.O.Cl[Sn]Cl.[OH-].[Na+], predict the reaction product. The product is: [I:1][C:2]1[CH:7]=[C:6]([CH:5]=[C:4]([I:11])[CH:3]=1)[NH2:8]. (3) Given the reactants C[O:2][C:3]1[CH:29]=[CH:28][C:6]2[C:7](=[CH:16][C:17]3[CH:18]=[C:19]([NH:23][S:24]([CH3:27])(=[O:26])=[O:25])[CH:20]=[CH:21][CH:22]=3)[C:8]3[CH:15]=[CH:14][CH:13]=[CH:12][C:9]=3[CH2:10][CH2:11][C:5]=2[CH:4]=1.B(Br)(Br)Br, predict the reaction product. The product is: [OH:2][C:3]1[CH:29]=[CH:28][C:6]2[C:7](=[CH:16][C:17]3[CH:18]=[C:19]([NH:23][S:24]([CH3:27])(=[O:26])=[O:25])[CH:20]=[CH:21][CH:22]=3)[C:8]3[CH:15]=[CH:14][CH:13]=[CH:12][C:9]=3[CH2:10][CH2:11][C:5]=2[CH:4]=1. (4) Given the reactants [N+:1]([C:4]1[CH:5]=[CH:6][C:7]([CH:10]([C:16]([O:18][CH2:19][CH3:20])=[O:17])[C:11]([O:13][CH2:14][CH3:15])=[O:12])=[N:8][CH:9]=1)([O-:3])=[O:2].[H-].[Na+].I[CH3:24].O, predict the reaction product. The product is: [CH3:24][C:10]([C:7]1[CH:6]=[CH:5][C:4]([N+:1]([O-:3])=[O:2])=[CH:9][N:8]=1)([C:16]([O:18][CH2:19][CH3:20])=[O:17])[C:11]([O:13][CH2:14][CH3:15])=[O:12]. (5) Given the reactants Br[CH2:2][C:3]1[CH:8]=[C:7]([N+:9]([O-:11])=[O:10])[CH:6]=[C:5]([F:12])[CH:4]=1.CCN(C(C)C)C(C)C.[CH3:22][N:23]1[CH2:28][CH2:27][NH:26][CH2:25][CH2:24]1, predict the reaction product. The product is: [F:12][C:5]1[CH:4]=[C:3]([CH:8]=[C:7]([N+:9]([O-:11])=[O:10])[CH:6]=1)[CH2:2][N:26]1[CH2:27][CH2:28][N:23]([CH3:22])[CH2:24][CH2:25]1.